The task is: Predict which catalyst facilitates the given reaction.. This data is from Catalyst prediction with 721,799 reactions and 888 catalyst types from USPTO. (1) Reactant: C1(S)C=CC=CC=1.[H-].[Na+].[CH3:10][NH:11][C:12](=[O:55])[C:13]1[CH:18]=[C:17]([Br:19])[C:16]([CH2:20][N:21]([CH2:34][C:35]([C:37]2[CH:42]=[C:41]([C:43]([CH3:46])([CH3:45])[CH3:44])[C:40]([OH:47])=[C:39]([C:48]([CH3:51])([CH3:50])[CH3:49])[CH:38]=2)=[O:36])S(C2C=CC([N+]([O-])=O)=CC=2)(=O)=O)=[CH:15][C:14]=1[O:52][CH2:53][CH3:54]. Product: [CH3:10][NH:11][C:12](=[O:55])[C:13]1[CH:18]=[C:17]([Br:19])[C:16]([CH2:20][NH:21][CH2:34][C:35]([C:37]2[CH:38]=[C:39]([C:48]([CH3:51])([CH3:50])[CH3:49])[C:40]([OH:47])=[C:41]([C:43]([CH3:46])([CH3:45])[CH3:44])[CH:42]=2)=[O:36])=[CH:15][C:14]=1[O:52][CH2:53][CH3:54]. The catalyst class is: 42. (2) Reactant: [N+]([O-])(O)=O.[F:5][C:6]1[CH:11]=[CH:10][C:9]([S:12]([CH3:15])(=[O:14])=[O:13])=[CH:8][C:7]=1[N+:16]([O-:18])=[O:17].[Br:19]Br. Product: [Br:19][C:11]1[CH:10]=[C:9]([S:12]([CH3:15])(=[O:14])=[O:13])[CH:8]=[C:7]([N+:16]([O-:18])=[O:17])[C:6]=1[F:5]. The catalyst class is: 65. (3) Reactant: Br[C:2]1[N:6]([CH3:7])[N:5]=[C:4]([CH3:8])[C:3]=1[C:9]1[CH:14]=[CH:13][C:12]([F:15])=[CH:11][C:10]=1[Cl:16].CCCCCC.C([Li])CCC.[F:28][C:29]1[CH:36]=[C:35]([F:37])[CH:34]=[CH:33][C:30]=1[CH:31]=[O:32]. Product: [Cl:16][C:10]1[CH:11]=[C:12]([F:15])[CH:13]=[CH:14][C:9]=1[C:3]1[C:4]([CH3:8])=[N:5][N:6]([CH3:7])[C:2]=1[CH:31]([C:30]1[CH:33]=[CH:34][C:35]([F:37])=[CH:36][C:29]=1[F:28])[OH:32]. The catalyst class is: 7. (4) Reactant: C([O:8][C@@:9]12[CH2:15][O:14][C@@H:13]1[C@H:12]([N:16]1[CH:24]=[C:22]([CH3:23])[C:20](=[O:21])[NH:19][C:17]1=[O:18])[O:11][C@@H:10]2[CH2:25][O:26]CC1C=CC=CC=1)C1C=CC=CC=1. Product: [OH:8][C@@:9]12[CH2:15][O:14][C@@H:13]1[C@H:12]([N:16]1[CH:24]=[C:22]([CH3:23])[C:20](=[O:21])[NH:19][C:17]1=[O:18])[O:11][C@@H:10]2[CH2:25][OH:26]. The catalyst class is: 421.